Dataset: Full USPTO retrosynthesis dataset with 1.9M reactions from patents (1976-2016). Task: Predict the reactants needed to synthesize the given product. Given the product [CH3:47][C:48]([CH3:60])([CH3:59])[CH2:49][O:50][C:51](=[O:58])[C:52]([CH3:57])([CH3:56])[C:53]([O:55][CH2:30][O:29][C:27]1[N:26]([C:32]2[N:33]=[CH:34][CH:35]=[CH:36][N:37]=2)[N:25]=[C:24]([CH:10]([NH:9][C:6]2[CH:7]=[CH:8][C:3]([C:2]([NH2:1])=[N:38][C:39](=[O:46])[C:40]3[CH:45]=[CH:44][CH:43]=[CH:42][CH:41]=3)=[CH:4][CH:5]=2)[C:11]2[CH:16]=[C:15]([O:17][CH3:18])[CH:14]=[C:13]([O:19][CH2:20][CH2:21][OH:22])[C:12]=2[F:23])[N:28]=1)=[O:54], predict the reactants needed to synthesize it. The reactants are: [NH2:1][C:2](=[N:38][C:39](=[O:46])[C:40]1[CH:45]=[CH:44][CH:43]=[CH:42][CH:41]=1)[C:3]1[CH:8]=[CH:7][C:6]([NH:9][CH:10]([C:24]2[N:28]=[C:27]([O:29][CH2:30]Cl)[N:26]([C:32]3[N:37]=[CH:36][CH:35]=[CH:34][N:33]=3)[N:25]=2)[C:11]2[CH:16]=[C:15]([O:17][CH3:18])[CH:14]=[C:13]([O:19][CH2:20][CH2:21][OH:22])[C:12]=2[F:23])=[CH:5][CH:4]=1.[CH3:47][C:48]([CH3:60])([CH3:59])[CH2:49][O:50][C:51](=[O:58])[C:52]([CH3:57])([CH3:56])[C:53]([OH:55])=[O:54].[I-].[Na+].C(=O)([O-])O.[K+].